From a dataset of Forward reaction prediction with 1.9M reactions from USPTO patents (1976-2016). Predict the product of the given reaction. (1) Given the reactants S([O-])(O)=O.[Na+].[C:6]([O:10][C:11]([NH:13][C@@H:14]([CH2:17][C:18]1[CH:23]=[CH:22][CH:21]=[CH:20][CH:19]=1)[CH:15]=[O:16])=[O:12])([CH3:9])([CH3:8])[CH3:7].C(OCC)(=O)C.[C-:30]#[N:31].[K+], predict the reaction product. The product is: [C:6]([O:10][C:11]([NH:13][C@@H:14]([CH2:17][C:18]1[CH:19]=[CH:20][CH:21]=[CH:22][CH:23]=1)[CH:15]([OH:16])[C:30]#[N:31])=[O:12])([CH3:9])([CH3:7])[CH3:8]. (2) Given the reactants [CH2:1](I)[CH3:2].C(=O)([O-])[O-].[K+].[K+].[CH2:10]([NH:17][C:18]1[C:23]([C:24]([N:26]([O:28][CH3:29])[CH3:27])=[O:25])=[CH:22][N:21]=[C:20]2[NH:30][N:31]=[CH:32][C:19]=12)[C:11]1[CH:16]=[CH:15][CH:14]=[CH:13][CH:12]=1, predict the reaction product. The product is: [CH2:10]([NH:17][C:18]1[C:23]([C:24]([N:26]([O:28][CH3:29])[CH3:27])=[O:25])=[CH:22][N:21]=[C:20]2[N:30]([CH2:1][CH3:2])[N:31]=[CH:32][C:19]=12)[C:11]1[CH:12]=[CH:13][CH:14]=[CH:15][CH:16]=1. (3) Given the reactants [CH2:1]([O:8][C:9]1[CH:16]=[C:15]([N+:17]([O-])=O)[C:12]([C:13]#[N:14])=[CH:11][C:10]=1[O:20][CH3:21])[C:2]1[CH:7]=[CH:6][CH:5]=[CH:4][CH:3]=1.C(=O)(O)[O-].[Na+].S(S([O-])=O)([O-])=O.[Na+].[Na+].Cl.O1CCOCC1, predict the reaction product. The product is: [NH2:17][C:15]1[CH:16]=[C:9]([O:8][CH2:1][C:2]2[CH:3]=[CH:4][CH:5]=[CH:6][CH:7]=2)[C:10]([O:20][CH3:21])=[CH:11][C:12]=1[C:13]#[N:14]. (4) Given the reactants [Br:1][C:2]1[CH:8]=[C:7]([O:9][C:10]([F:13])([F:12])[F:11])[CH:6]=[C:5](I)[C:3]=1[NH2:4].[CH3:15][O:16][C:17]1[CH:22]=[CH:21][C:20](B(O)O)=[CH:19][CH:18]=1.C([O-])([O-])=O.[K+].[K+], predict the reaction product. The product is: [Br:1][C:2]1[CH:8]=[C:7]([O:9][C:10]([F:13])([F:12])[F:11])[CH:6]=[C:5]([C:20]2[CH:21]=[CH:22][C:17]([O:16][CH3:15])=[CH:18][CH:19]=2)[C:3]=1[NH2:4].